From a dataset of Forward reaction prediction with 1.9M reactions from USPTO patents (1976-2016). Predict the product of the given reaction. Given the reactants [NH2:1][C:2]1[NH:6][N:5]=[N:4][N:3]=1.S(=O)(=O)(O)O.[N:12]([O-])=O.[Na+].[NH2:16][C:17]1[CH:21]=[C:20]([CH3:22])[NH:19][N:18]=1, predict the reaction product. The product is: [CH3:22][C:20]1[C:21](=[N:12][NH:1][C:2]2[N:3]=[N:4][NH:5][N:6]=2)[C:17]([NH2:16])=[N:18][N:19]=1.